Dataset: Hepatocyte clearance measurements from AstraZeneca. Task: Regression/Classification. Given a drug SMILES string, predict its absorption, distribution, metabolism, or excretion properties. Task type varies by dataset: regression for continuous measurements (e.g., permeability, clearance, half-life) or binary classification for categorical outcomes (e.g., BBB penetration, CYP inhibition). For this dataset (clearance_hepatocyte_az), we predict log10(clearance) (log10 of the in vitro intrinsic clearance, CLint, in uL/min per 10^6 hepatocytes; values are censored to the assay range of 3 to 150, which is 0.477 to 2.18 on this log10 scale). (1) The drug is Clc1ccc(COc2ccc(Br)cc2CN2CCOCC2)cc1. The log10(clearance) is 1.74. (2) The drug is O=C(Nc1ccccc1-c1ccccc1)OC1CCN(CCCCCCCCCNC[C@H](O)c2ccc(O)c3[nH]c(=O)ccc23)CC1. The log10(clearance) is 1.40. (3) The molecule is O=C(O)c1cc2ccccc2[nH]1. The log10(clearance) is 1.04. (4) The molecule is O=C(O)COc1ccc(Cl)cc1CN1CCN(S(=O)(=O)c2ccc(F)cc2)CC1. The log10(clearance) is 0.480.